Task: Predict the product of the given reaction.. Dataset: Forward reaction prediction with 1.9M reactions from USPTO patents (1976-2016) (1) Given the reactants [Cl:1][C:2]1[CH:3]=[CH:4][C:5]([NH:12][C:13]2[CH:14]=[C:15]3[C:19](=[CH:20][CH:21]=2)[N:18]([C:22]2[CH:27]=[CH:26][N:25]=[C:24]([S:28][CH3:29])[N:23]=2)[CH:17]=[CH:16]3)=[C:6]([CH:11]=1)[C:7]([O:9][CH3:10])=[O:8].ClC1C=CC=C(C(OO)=[O:38])C=1.C(=O)(O)[O-].[Na+].S([O-])([O-])=O.[Na+].[Na+], predict the reaction product. The product is: [Cl:1][C:2]1[CH:3]=[CH:4][C:5]([NH:12][C:13]2[CH:14]=[C:15]3[C:19](=[CH:20][CH:21]=2)[N:18]([C:22]2[CH:27]=[CH:26][N:25]=[C:24]([S:28]([CH3:29])=[O:38])[N:23]=2)[CH:17]=[CH:16]3)=[C:6]([CH:11]=1)[C:7]([O:9][CH3:10])=[O:8]. (2) Given the reactants C[O:2][C:3](=O)[C:4]1[CH:9]=[CH:8][C:7]([CH:10]([CH3:12])[CH3:11])=[C:6]([C:13]([F:16])([F:15])[F:14])[CH:5]=1.[BH4-].[Li+].Cl, predict the reaction product. The product is: [CH:10]([C:7]1[CH:8]=[CH:9][C:4]([CH2:3][OH:2])=[CH:5][C:6]=1[C:13]([F:14])([F:15])[F:16])([CH3:12])[CH3:11]. (3) Given the reactants [F:1][C:2]1[CH:7]=[CH:6][C:5]([N:8]2[C:11](=[O:12])[C@H:10]([S:13][CH2:14][C:15]([C:17]3[CH:22]=[CH:21][C:20]([O:23][CH3:24])=[CH:19][CH:18]=3)=[O:16])[C@H:9]2[C:25]2[CH:39]=[CH:38][C:28]([O:29][CH2:30][C:31]([NH:33][CH2:34][C:35](O)=[O:36])=[O:32])=[CH:27][CH:26]=2)=[CH:4][CH:3]=1.CN1CCOCC1.Cl.[NH2:48][C@@H:49]([C:51]([O:53]C(C)(C)C)=[O:52])[CH3:50].CN(C(ON1N=NC2C=CC=CC1=2)=[N+](C)C)C.[B-](F)(F)(F)F.[BH4-].[Na+], predict the reaction product. The product is: [F:1][C:2]1[CH:3]=[CH:4][C:5]([N:8]2[C:11](=[O:12])[C@H:10]([S:13][CH2:14][CH:15]([OH:16])[C:17]3[CH:22]=[CH:21][C:20]([O:23][CH3:24])=[CH:19][CH:18]=3)[C@H:9]2[C:25]2[CH:39]=[CH:38][C:28]([O:29][CH2:30][C:31]([NH:33][CH2:34][C:35]([NH:48][C@@H:49]([C:51]([OH:53])=[O:52])[CH3:50])=[O:36])=[O:32])=[CH:27][CH:26]=2)=[CH:6][CH:7]=1. (4) Given the reactants [F:1][C:2]1[C:7]([F:8])=[C:6]([N+:9]([O-])=O)[CH:5]=[CH:4][C:3]=1[O:12][CH3:13].Cl[Sn]Cl.Cl.C(OCC)(=O)C, predict the reaction product. The product is: [F:8][C:7]1[C:2]([F:1])=[C:3]([O:12][CH3:13])[CH:4]=[CH:5][C:6]=1[NH2:9]. (5) Given the reactants [CH2:1]([O:3][C:4](=[O:17])[C:5]([O:8][C:9]1[CH:14]=[CH:13][C:12]([OH:15])=[CH:11][C:10]=1[CH3:16])([CH3:7])[CH3:6])[CH3:2].[CH3:18][C:19]1[O:23][C:22]([C:24]2[CH:29]=[CH:28][CH:27]=[CH:26][CH:25]=2)=[N:21][C:20]=1[CH2:30][CH2:31]OS(C1C=CC(C)=CC=1)(=O)=O.C([O-])([O-])=O.[Cs+].[Cs+], predict the reaction product. The product is: [CH2:1]([O:3][C:4](=[O:17])[C:5]([CH3:6])([O:8][C:9]1[CH:14]=[CH:13][C:12]([O:15][CH2:31][CH2:30][C:20]2[N:21]=[C:22]([C:24]3[CH:29]=[CH:28][CH:27]=[CH:26][CH:25]=3)[O:23][C:19]=2[CH3:18])=[CH:11][C:10]=1[CH3:16])[CH3:7])[CH3:2]. (6) The product is: [C:1]([O:5][C:6]([N:8]1[CH:13]=[C:12]([C:24]2[CH:25]=[CH:26][CH:27]=[CH:28][C:23]=2[F:22])[CH2:11][CH2:10][CH2:9]1)=[O:7])([CH3:2])([CH3:3])[CH3:4]. Given the reactants [C:1]([O:5][C:6]([N:8]1[CH:13]=[C:12](OS(C(F)(F)F)(=O)=O)[CH2:11][CH2:10][CH2:9]1)=[O:7])([CH3:4])([CH3:3])[CH3:2].[F:22][C:23]1[CH:28]=[CH:27][CH:26]=[CH:25][C:24]=1B(O)O, predict the reaction product.